Dataset: Full USPTO retrosynthesis dataset with 1.9M reactions from patents (1976-2016). Task: Predict the reactants needed to synthesize the given product. Given the product [NH2:28][C:16]1[CH:17]=[C:18]([NH2:25])[CH:19]=[C:20]([C:21]([F:23])([F:24])[F:22])[C:15]=1[N:9]([C:3]1[CH:4]=[CH:5][C:6]([Cl:8])=[CH:7][C:2]=1[Cl:1])[C:10](=[O:14])[O:11][CH2:12][CH3:13], predict the reactants needed to synthesize it. The reactants are: [Cl:1][C:2]1[CH:7]=[C:6]([Cl:8])[CH:5]=[CH:4][C:3]=1[N:9]([C:15]1[C:20]([C:21]([F:24])([F:23])[F:22])=[CH:19][C:18]([N+:25]([O-])=O)=[CH:17][C:16]=1[N+:28]([O-])=O)[C:10](=[O:14])[O:11][CH2:12][CH3:13].C(=O)(O)[O-].[Na+].